Dataset: TCR-epitope binding with 47,182 pairs between 192 epitopes and 23,139 TCRs. Task: Binary Classification. Given a T-cell receptor sequence (or CDR3 region) and an epitope sequence, predict whether binding occurs between them. (1) The epitope is MLNIPSINV. The TCR CDR3 sequence is CASGTLNSLVAFF. Result: 0 (the TCR does not bind to the epitope). (2) The epitope is FLYNLLTRV. The TCR CDR3 sequence is CASSQDSPSSYNSPLHF. Result: 0 (the TCR does not bind to the epitope). (3) The epitope is KLPDDFTGCV. The TCR CDR3 sequence is CSVEGHGLAGVISYNEQFF. Result: 0 (the TCR does not bind to the epitope).